Task: Predict the product of the given reaction.. Dataset: Forward reaction prediction with 1.9M reactions from USPTO patents (1976-2016) Given the reactants C(OC(=O)[NH:7][C:8]1[CH:13]=[CH:12][C:11]([C:14]#[C:15][C:16]2[CH:21]=[CH:20][C:19]([F:22])=[CH:18][CH:17]=2)=[CH:10][C:9]=1[NH2:23])(C)(C)C.C(O[C:28](=[O:43])[CH2:29][C:30](=O)[C:31]1[CH:36]=[CH:35][CH:34]=[C:33]([N:37]2[CH:41]=[N:40][N:39]=[N:38]2)[CH:32]=1)C.C(O)(C(F)(F)F)=O, predict the reaction product. The product is: [F:22][C:19]1[CH:18]=[CH:17][C:16]([C:15]#[C:14][C:11]2[CH:12]=[CH:13][C:8]3[N:7]=[C:30]([C:31]4[CH:36]=[CH:35][CH:34]=[C:33]([N:37]5[CH:41]=[N:40][N:39]=[N:38]5)[CH:32]=4)[CH2:29][C:28](=[O:43])[NH:23][C:9]=3[CH:10]=2)=[CH:21][CH:20]=1.